This data is from Forward reaction prediction with 1.9M reactions from USPTO patents (1976-2016). The task is: Predict the product of the given reaction. (1) Given the reactants C(O[BH-](OC(=O)C)OC(=O)C)(=O)C.[Na+].[Cl:15][C:16]1[C:23]([N+:24]([O-:26])=[O:25])=[CH:22][CH:21]=[CH:20][C:17]=1[CH:18]=O.[CH3:27][C@H:28]1[CH2:33][NH:32][CH2:31][CH2:30][N:29]1[C:34]([O:36][C:37]([CH3:40])([CH3:39])[CH3:38])=[O:35].CC(O)=O.C([O-])(O)=O.[Na+], predict the reaction product. The product is: [Cl:15][C:16]1[C:23]([N+:24]([O-:26])=[O:25])=[CH:22][CH:21]=[CH:20][C:17]=1[CH2:18][N:32]1[CH2:31][CH2:30][N:29]([C:34]([O:36][C:37]([CH3:40])([CH3:39])[CH3:38])=[O:35])[C@@H:28]([CH3:27])[CH2:33]1. (2) Given the reactants [Cl:1][C:2]1[CH:7]=[C:6](Cl)[N:5]=[C:4]([NH2:9])[CH:3]=1.[F:10][C:11]1[CH:32]=[CH:31][C:14]([O:15][C:16]2[CH:21]=[CH:20][C:19](B3OC(C)(C)C(C)(C)O3)=[CH:18][CH:17]=2)=[CH:13][CH:12]=1.C([O-])([O-])=O.[Na+].[Na+], predict the reaction product. The product is: [Cl:1][C:2]1[CH:7]=[C:6]([C:19]2[CH:18]=[CH:17][C:16]([O:15][C:14]3[CH:13]=[CH:12][C:11]([F:10])=[CH:32][CH:31]=3)=[CH:21][CH:20]=2)[N:5]=[C:4]([NH2:9])[CH:3]=1. (3) Given the reactants C([O:3][C:4]([C:6]1[NH:7][C:8]2[C:13]([CH:14]=1)=[CH:12][CH:11]=[C:10]([Br:15])[CH:9]=2)=[O:5])C.Br[CH2:17][C:18]1[C:27]2[C:22](=[CH:23][CH:24]=[CH:25][CH:26]=2)[CH:21]=[CH:20][CH:19]=1, predict the reaction product. The product is: [Br:15][C:10]1[CH:9]=[C:8]2[C:13]([CH:14]=[C:6]([C:4]([OH:3])=[O:5])[N:7]2[CH2:17][C:18]2[C:27]3[C:22](=[CH:23][CH:24]=[CH:25][CH:26]=3)[CH:21]=[CH:20][CH:19]=2)=[CH:12][CH:11]=1. (4) Given the reactants [CH3:1][C:2]1[N:3]=[C:4]([N:12]2[C:16](=[O:17])[N:15](CC3C=CC(C(F)(F)F)=CC=3)[N:14]=[CH:13]2)[S:5][C:6]=1[C:7]([O:9]CC)=[O:8].CC1N=C(N2C(=O)NN=C2)SC=1C(OCC)=O, predict the reaction product. The product is: [CH3:1][C:2]1[N:3]=[C:4]([N:12]2[C:16](=[O:17])[NH:15][N:14]=[CH:13]2)[S:5][C:6]=1[C:7]([OH:9])=[O:8]. (5) Given the reactants [NH2:1][C:2]1[N:7]=[C:6](S(C)=O)[C:5]([C:11]#[N:12])=[C:4]([C:13]2[CH:18]=[CH:17][CH:16]=[CH:15][N:14]=2)[N:3]=1.[C:19]1([NH:25][CH2:26][CH2:27][NH2:28])[CH:24]=[CH:23][CH:22]=[CH:21][CH:20]=1, predict the reaction product. The product is: [NH2:1][C:2]1[N:7]=[C:6]([NH:28][CH2:27][CH2:26][NH:25][C:19]2[CH:24]=[CH:23][CH:22]=[CH:21][CH:20]=2)[C:5]([C:11]#[N:12])=[C:4]([C:13]2[CH:18]=[CH:17][CH:16]=[CH:15][N:14]=2)[N:3]=1. (6) The product is: [NH2:8][C:9]1[N:14]=[C:13]([O:15][C:16]2[CH:21]=[CH:20][C:19]([NH:22][C:23]([NH:25][C:26](=[O:35])[CH2:27][C:28]3[CH:33]=[CH:32][C:31]([F:34])=[CH:30][CH:29]=3)=[O:24])=[CH:18][C:17]=2[F:36])[CH:12]=[CH:11][N:10]=1. Given the reactants COC1C=CC(C[NH:8][C:9]2[N:14]=[C:13]([O:15][C:16]3[CH:21]=[CH:20][C:19]([NH:22][C:23]([NH:25][C:26](=[O:35])[CH2:27][C:28]4[CH:33]=[CH:32][C:31]([F:34])=[CH:30][CH:29]=4)=[O:24])=[CH:18][C:17]=3[F:36])[CH:12]=[CH:11][N:10]=2)=CC=1.CCOC(C)=O, predict the reaction product.